This data is from Catalyst prediction with 721,799 reactions and 888 catalyst types from USPTO. The task is: Predict which catalyst facilitates the given reaction. Product: [CH:20]([N:33]1[CH2:36][CH:35]([N:17]2[CH2:16][CH2:15][N:14]([C:9]3[CH:10]=[CH:11][CH:12]=[CH:13][N:8]=3)[CH2:19][CH2:18]2)[CH2:34]1)([C:27]1[CH:28]=[CH:29][CH:30]=[CH:31][CH:32]=1)[C:21]1[CH:22]=[CH:23][CH:24]=[CH:25][CH:26]=1. Reactant: C(N(CC)CC)C.[N:8]1[CH:13]=[CH:12][CH:11]=[CH:10][C:9]=1[N:14]1[CH2:19][CH2:18][NH:17][CH2:16][CH2:15]1.[CH:20]([N:33]1[CH2:36][CH:35](OS(C)(=O)=O)[CH2:34]1)([C:27]1[CH:32]=[CH:31][CH:30]=[CH:29][CH:28]=1)[C:21]1[CH:26]=[CH:25][CH:24]=[CH:23][CH:22]=1. The catalyst class is: 10.